Dataset: Full USPTO retrosynthesis dataset with 1.9M reactions from patents (1976-2016). Task: Predict the reactants needed to synthesize the given product. (1) The reactants are: [C:1]([O:5][C:6]([NH:8][C@H:9]([CH2:13][C:14]1[CH:19]=[CH:18][C:17]([O:20][CH3:21])=[CH:16][CH:15]=1)[C:10]([OH:12])=O)=[O:7])([CH3:4])([CH3:3])[CH3:2].[CH2:22]([C:27]1([C:31]2[CH:36]=[CH:35][C:34]([F:37])=[CH:33][CH:32]=2)[CH2:30][NH:29][CH2:28]1)[CH2:23][CH2:24][CH2:25][CH3:26].C(Cl)CCl.C1C=CC2N(O)N=NC=2C=1.C(N(CC)CC)C. Given the product [CH3:21][O:20][C:17]1[CH:18]=[CH:19][C:14]([CH2:13][C@@H:9]([NH:8][C:6](=[O:7])[O:5][C:1]([CH3:2])([CH3:3])[CH3:4])[C:10](=[O:12])[N:29]2[CH2:28][C:27]([CH2:22][CH2:23][CH2:24][CH2:25][CH3:26])([C:31]3[CH:36]=[CH:35][C:34]([F:37])=[CH:33][CH:32]=3)[CH2:30]2)=[CH:15][CH:16]=1, predict the reactants needed to synthesize it. (2) Given the product [CH3:1][O:2][C:3]1[CH:4]=[C:5]2[C:10](=[CH:11][C:12]=1[O:13][CH3:14])[N:9]=[CH:8][CH:7]=[C:6]2[O:15][C:16]1[CH:22]=[CH:21][C:19]([NH:20][C:43](=[O:49])[O:44][CH2:45][CH2:58][CH2:57][O:56][C:55]2[CH:61]=[CH:62][C:52]([F:51])=[CH:53][CH:54]=2)=[C:18]([CH3:23])[C:17]=1[CH3:24], predict the reactants needed to synthesize it. The reactants are: [CH3:1][O:2][C:3]1[CH:4]=[C:5]2[C:10](=[CH:11][C:12]=1[O:13][CH3:14])[N:9]=[CH:8][CH:7]=[C:6]2[O:15][C:16]1[CH:22]=[CH:21][C:19]([NH2:20])=[C:18]([CH3:23])[C:17]=1[CH3:24].C1(C)C=CC=CC=1.C(N(CC)CC)C.ClC(Cl)(O[C:43](=[O:49])[O:44][C:45](Cl)(Cl)Cl)Cl.[F:51][C:52]1[CH:62]=[CH:61][C:55]([O:56][CH2:57][CH2:58]CO)=[CH:54][CH:53]=1. (3) Given the product [OH:24][C:19]1([C:20]([F:21])([F:22])[F:23])[CH:18]([O:25][CH3:26])[C:17](=[O:16])[NH:13][C:10]2[NH:11][N:12]=[C:8]([C:4]3[CH:5]=[CH:6][CH:7]=[CH:2][CH:3]=3)[C:9]1=2, predict the reactants needed to synthesize it. The reactants are: F[C:2]1[CH:3]=[C:4]([C:8]2[CH:9]=[C:10]([NH2:13])[NH:11][N:12]=2)[CH:5]=[CH:6][CH:7]=1.C([O:16][C:17](=O)[CH:18]([O:25][CH3:26])[C:19](=[O:24])[C:20]([F:23])([F:22])[F:21])C. (4) Given the product [Cl:1][C:2]1[C:7]([O:8][CH3:9])=[CH:6][C:5]([O:10][CH3:11])=[C:4]([Cl:12])[C:3]=1[NH:13][C:14](=[O:15])[N:33]([C:31]1[CH:32]=[C:27]([NH:26][C:22]2[CH:23]=[CH:24][CH:25]=[C:20]([CH2:19][N:17]([CH3:16])[CH3:18])[CH:21]=2)[N:28]=[CH:29][N:30]=1)[CH3:34], predict the reactants needed to synthesize it. The reactants are: [Cl:1][C:2]1[C:7]([O:8][CH3:9])=[CH:6][C:5]([O:10][CH3:11])=[C:4]([Cl:12])[C:3]=1[N:13]=[C:14]=[O:15].[CH3:16][N:17]([CH2:19][C:20]1[CH:21]=[C:22]([NH:26][C:27]2[CH:32]=[C:31]([NH:33][CH3:34])[N:30]=[CH:29][N:28]=2)[CH:23]=[CH:24][CH:25]=1)[CH3:18].C(=O)(O)[O-].[Na+]. (5) Given the product [Cl:8][C:6]1[CH:5]=[CH:4][C:3]([NH:9][C:10](=[O:16])[O:11][C:12]([CH3:15])([CH3:14])[CH3:13])=[C:2]([B:20]2[O:21][C:22]([CH3:24])([CH3:23])[C:18]([CH3:34])([CH3:17])[O:19]2)[CH:7]=1, predict the reactants needed to synthesize it. The reactants are: Br[C:2]1[CH:7]=[C:6]([Cl:8])[CH:5]=[CH:4][C:3]=1[NH:9][C:10](=[O:16])[O:11][C:12]([CH3:15])([CH3:14])[CH3:13].[CH3:17][C:18]1([CH3:34])[C:22]([CH3:24])([CH3:23])[O:21][B:20]([B:20]2[O:21][C:22]([CH3:24])([CH3:23])[C:18]([CH3:34])([CH3:17])[O:19]2)[O:19]1.C([O-])(=O)C.[Na+]. (6) Given the product [ClH:30].[NH2:1][C:2]([CH3:29])([CH3:28])[CH2:3][NH:4][C:5]([C:7]1[N:11]2[CH:12]=[C:13]([CH3:26])[CH:14]=[C:15]([O:16][CH2:17][C:18]3[C:19]([F:25])=[CH:20][CH:21]=[CH:22][C:23]=3[F:24])[C:10]2=[N:9][C:8]=1[CH3:27])=[O:6], predict the reactants needed to synthesize it. The reactants are: [NH2:1][C:2]([CH3:29])([CH3:28])[CH2:3][NH:4][C:5]([C:7]1[N:11]2[CH:12]=[C:13]([CH3:26])[CH:14]=[C:15]([O:16][CH2:17][C:18]3[C:23]([F:24])=[CH:22][CH:21]=[CH:20][C:19]=3[F:25])[C:10]2=[N:9][C:8]=1[CH3:27])=[O:6].[ClH:30]. (7) Given the product [CH3:1][O:2][CH:3]([C:8]1[CH:17]=[CH:16][C:15]2[C:10](=[CH:11][CH:12]=[CH:13][CH:14]=2)[CH:9]=1)[C:4]([NH:19][NH2:20])=[O:5], predict the reactants needed to synthesize it. The reactants are: [CH3:1][O:2][CH:3]([C:8]1[CH:17]=[CH:16][C:15]2[C:10](=[CH:11][CH:12]=[CH:13][CH:14]=2)[CH:9]=1)[C:4](OC)=[O:5].O.[NH2:19][NH2:20]. (8) Given the product [OH:42][C:27]([CH3:41])([CH3:26])[CH2:28][N:29]([CH2:30][CH2:31][CH2:32][S:33]([CH2:35][CH2:36][C:37]([F:40])([F:38])[F:39])=[O:34])[CH2:2][CH2:3][CH2:4][CH2:5][CH2:6][CH2:7][C:8]1[C:14]2[CH:15]=[CH:16][C:17]([OH:19])=[CH:18][C:13]=2[CH2:12][CH2:11][CH2:10][C:9]=1[C:20]1[CH:25]=[CH:24][CH:23]=[CH:22][CH:21]=1, predict the reactants needed to synthesize it. The reactants are: Br[CH2:2][CH2:3][CH2:4][CH2:5][CH2:6][CH2:7][C:8]1[C:14]2[CH:15]=[CH:16][C:17]([OH:19])=[CH:18][C:13]=2[CH2:12][CH2:11][CH2:10][C:9]=1[C:20]1[CH:25]=[CH:24][CH:23]=[CH:22][CH:21]=1.[CH3:26][C:27]([OH:42])([CH3:41])[CH2:28][NH:29][CH2:30][CH2:31][CH2:32][S:33]([CH2:35][CH2:36][C:37]([F:40])([F:39])[F:38])=[O:34]. (9) Given the product [N:1]1([CH2:5][C:6]([CH3:16])([O:8][C:9]2[CH:10]=[CH:11][C:12]([NH2:46])=[N:13][CH:14]=2)[CH3:7])[CH2:4][CH2:3][CH2:2]1, predict the reactants needed to synthesize it. The reactants are: [N:1]1([CH2:5][C:6]([CH3:16])([O:8][C:9]2[CH:10]=[CH:11][C:12](Cl)=[N:13][CH:14]=2)[CH3:7])[CH2:4][CH2:3][CH2:2]1.C1(P(C2CCCCC2)C2C=CC=CC=2C2C=CC=CC=2)CCCCC1.C[Si]([N-:46][Si](C)(C)C)(C)C.[Li+].[NH4+].[Cl-].